From a dataset of Forward reaction prediction with 1.9M reactions from USPTO patents (1976-2016). Predict the product of the given reaction. (1) Given the reactants C([O-])=O.[NH4+].C(OC([N:12]([C:31]1[CH:36]=[C:35]([C:37]([N:39]2[CH2:44][CH2:43][CH:42]([C:45]3[CH:50]=[CH:49][C:48]([C:51]#[N:52])=[CH:47][CH:46]=3)[CH2:41][CH2:40]2)=[O:38])[CH:34]=[CH:33][C:32]=1[CH3:53])[S:13]([CH:16]1[CH2:20][CH2:19][N:18]([C:21]([O:23]CC2C=CC=CC=2)=[O:22])[CH2:17]1)(=[O:15])=[O:14])=O)(C)(C)C, predict the reaction product. The product is: [C:51]([C:48]1[CH:47]=[CH:46][C:45]([CH:42]2[CH2:43][CH2:44][N:39]([C:37]([C:35]3[CH:34]=[CH:33][C:32]([CH3:53])=[C:31]([NH:12][S:13]([CH:16]4[CH2:20][CH2:19][N:18]([C:21]([O:23][C:32]([CH3:53])([CH3:33])[CH3:31])=[O:22])[CH2:17]4)(=[O:14])=[O:15])[CH:36]=3)=[O:38])[CH2:40][CH2:41]2)=[CH:50][CH:49]=1)#[N:52]. (2) Given the reactants [F:1][C:2]([F:15])([F:14])[C:3]1[CH:4]=[C:5]2[C:10](=[CH:11][CH:12]=1)[C:9](=[O:13])[NH:8][CH2:7][CH2:6]2.I[C:17]1[CH:18]=[N:19][CH:20]=[CH:21][C:22]=1[CH3:23].P([O-])([O-])([O-])=O.[K+].[K+].[K+], predict the reaction product. The product is: [CH3:23][C:22]1[CH:21]=[CH:20][N:19]=[CH:18][C:17]=1[N:8]1[CH2:7][CH2:6][C:5]2[C:10](=[CH:11][CH:12]=[C:3]([C:2]([F:1])([F:14])[F:15])[CH:4]=2)[C:9]1=[O:13]. (3) Given the reactants [CH:1]1([CH2:4][N:5]2[CH2:23][CH2:22][C@:12]34[C:13]5[C:14]6[O:21][C@H:11]3[C:10](=[O:24])[CH2:9][CH2:8][C@@:7]4([O:25][CH2:26][CH:27]3[CH2:29][CH2:28]3)[C@H:6]2[CH2:19][C:18]=5[CH:17]=[CH:16][C:15]=6[OH:20])[CH2:3][CH2:2]1.C1C=C(Cl)C=C(C(OO)=[O:38])C=1.C([O-])([O-])=O.[K+].[K+], predict the reaction product. The product is: [CH:1]1([CH2:4][N+:5]2([O-:38])[CH2:23][CH2:22][C@:12]34[C:13]5[C:14]6[O:21][C@H:11]3[C:10](=[O:24])[CH2:9][CH2:8][C@@:7]4([O:25][CH2:26][CH:27]3[CH2:29][CH2:28]3)[C@H:6]2[CH2:19][C:18]=5[CH:17]=[CH:16][C:15]=6[OH:20])[CH2:3][CH2:2]1. (4) The product is: [CH2:15]([O:22][C:23]1[CH:28]=[C:27]([O:29][CH2:30][O:31][CH3:32])[CH:26]=[CH:25][C:24]=1[C:33]([C:35]1[CH:36]=[CH:37][C:38]([O:41][CH2:2][C:3]2[N:4]=[C:5]([C:9]3[CH:14]=[CH:13][CH:12]=[CH:11][CH:10]=3)[O:6][C:7]=2[CH3:8])=[CH:39][CH:40]=1)=[O:34])[C:16]1[CH:17]=[CH:18][CH:19]=[CH:20][CH:21]=1. Given the reactants Cl[CH2:2][C:3]1[N:4]=[C:5]([C:9]2[CH:14]=[CH:13][CH:12]=[CH:11][CH:10]=2)[O:6][C:7]=1[CH3:8].[CH2:15]([O:22][C:23]1[CH:28]=[C:27]([O:29][CH2:30][O:31][CH3:32])[CH:26]=[CH:25][C:24]=1[C:33]([C:35]1[CH:40]=[CH:39][C:38]([OH:41])=[CH:37][CH:36]=1)=[O:34])[C:16]1[CH:21]=[CH:20][CH:19]=[CH:18][CH:17]=1.C(=O)([O-])[O-].[K+].[K+].CN(C)C=O, predict the reaction product. (5) Given the reactants [CH3:1][O:2][C:3]1[CH:4]=[CH:5][C:6]([C:12](=O)[C:13]2[CH:18]=[CH:17][C:16]([C:19]3[N:20]=[N:21][N:22]([CH3:24])[N:23]=3)=[CH:15][CH:14]=2)=[C:7]([CH:11]=1)[C:8]([OH:10])=O.O.[NH2:27][NH2:28], predict the reaction product. The product is: [CH3:1][O:2][C:3]1[CH:11]=[C:7]2[C:6]([C:12]([C:13]3[CH:14]=[CH:15][C:16]([C:19]4[N:20]=[N:21][N:22]([CH3:24])[N:23]=4)=[CH:17][CH:18]=3)=[N:27][NH:28][C:8]2=[O:10])=[CH:5][CH:4]=1. (6) Given the reactants [NH2:1][C@H:2]1[CH2:7][CH2:6][C@H:5]([C:8]([N:10]2[CH2:15][CH2:14][N:13]([CH:16]([CH3:18])[CH3:17])[CH2:12][CH2:11]2)=[O:9])[CH2:4][CH2:3]1.Cl[C:20]1[CH:27]=[CH:26][C:23]([C:24]#[N:25])=[CH:22][N:21]=1.C(N(C(C)C)CC)(C)C, predict the reaction product. The product is: [CH:16]([N:13]1[CH2:12][CH2:11][N:10]([C:8]([C@H:5]2[CH2:6][CH2:7][C@H:2]([NH:1][C:20]3[CH:27]=[CH:26][C:23]([C:24]#[N:25])=[CH:22][N:21]=3)[CH2:3][CH2:4]2)=[O:9])[CH2:15][CH2:14]1)([CH3:18])[CH3:17]. (7) Given the reactants [NH2:1][C:2]1[CH:10]=[CH:9][CH:8]=[C:7]([C:11]([F:14])([F:13])[F:12])[C:3]=1[C:4](O)=[O:5].[NH2:15][C:16](N)=[O:17], predict the reaction product. The product is: [F:12][C:11]([F:14])([F:13])[C:7]1[CH:8]=[CH:9][CH:10]=[C:2]2[C:3]=1[C:4](=[O:5])[NH:15][C:16](=[O:17])[NH:1]2. (8) Given the reactants [Cl:1][C:2]1[CH:7]=[CH:6][C:5]([C:8]2[N:9]([C:23]3[CH:28]=[CH:27][CH:26]=[CH:25][C:24]=3[F:29])[C:10]([CH2:16][NH:17][CH:18]3[CH2:22][CH2:21][CH2:20][CH2:19]3)=[C:11]([C:13](O)=[O:14])[N:12]=2)=[CH:4][CH:3]=1.C(Cl)CCl.C1C=NC2N(O)N=NC=2C=1.C(N(CC)CC)C, predict the reaction product. The product is: [Cl:1][C:2]1[CH:7]=[CH:6][C:5]([C:8]2[N:9]([C:23]3[CH:28]=[CH:27][CH:26]=[CH:25][C:24]=3[F:29])[C:10]3[CH2:16][N:17]([CH:18]4[CH2:19][CH2:20][CH2:21][CH2:22]4)[C:13](=[O:14])[C:11]=3[N:12]=2)=[CH:4][CH:3]=1.